Dataset: Reaction yield outcomes from USPTO patents with 853,638 reactions. Task: Predict the reaction yield, written as a fraction of the theoretical maximum amount of product (1.0 means a 100% yield; for example, 0.34 means a 34% yield). (1) The reactants are [C:1]1([CH:8]=[CH:7][CH:6]=[C:4]([OH:5])[CH:3]=1)[OH:2].[CH3:9][O:10][C:11]1[CH:12]=[C:13]([CH:19]=[CH:20][C:21]=1[OH:22])[CH:14]=[CH:15][C:16](O)=[O:17].OS(O)(=O)=O. The catalyst is C1COCC1. The product is [OH:2][C:1]1[CH:3]=[C:4]2[C:6]([C:16](=[O:17])[CH2:15][CH:14]([C:13]3[CH:19]=[CH:20][C:21]([OH:22])=[C:11]([O:10][CH3:9])[CH:12]=3)[O:5]2)=[CH:7][CH:8]=1. The yield is 0.900. (2) The reactants are C([O:3][C:4](=O)[CH2:5][C:6]1[CH:11]=[CH:10][CH:9]=[C:8]([Cl:12])[N:7]=1)C.[Li+].[BH4-].O.Cl. The catalyst is C1COCC1. The product is [Cl:12][C:8]1[N:7]=[C:6]([CH2:5][CH2:4][OH:3])[CH:11]=[CH:10][CH:9]=1. The yield is 0.760. (3) The reactants are C([O:5][C:6](=[O:41])[CH2:7][O:8][C:9]1[C:14]2[CH2:15][CH2:16][CH2:17][CH2:18][CH:19]([NH:20][S:21]([C:24]3[CH:29]=[CH:28][C:27]([C:30]4[CH:35]=[C:34]([CH3:36])[CH:33]=[C:32]([C:37]([CH3:40])([CH3:39])[CH3:38])[CH:31]=4)=[CH:26][CH:25]=3)(=[O:23])=[O:22])[C:13]=2[CH:12]=[CH:11][CH:10]=1)(C)(C)C.[OH-].[Na+]. No catalyst specified. The product is [C:37]([C:32]1[CH:31]=[C:30]([C:27]2[CH:26]=[CH:25][C:24]([S:21]([NH:20][CH:19]3[C:13]4[CH:12]=[CH:11][CH:10]=[C:9]([O:8][CH2:7][C:6]([OH:41])=[O:5])[C:14]=4[CH2:15][CH2:16][CH2:17][CH2:18]3)(=[O:22])=[O:23])=[CH:29][CH:28]=2)[CH:35]=[C:34]([CH3:36])[CH:33]=1)([CH3:40])([CH3:38])[CH3:39]. The yield is 0.180. (4) The reactants are [NH:1]1[C:5]2=[N:6][CH:7]=[CH:8][CH:9]=[C:4]2[CH:3]=[CH:2]1.[OH-].[Na+]. The yield is 0.600. The product is [NH:1]1[C:5]2=[N:6][CH:7]=[CH:8][CH:9]=[C:4]2[CH2:3][CH2:2]1. The catalyst is C(O)=O.C(N(CC)CC)C.[C].[Pd]. (5) The reactants are [OH:1][CH:2]1[CH2:5][NH:4][CH2:3]1.[C:6](O[C:6]([O:8][C:9]([CH3:12])([CH3:11])[CH3:10])=[O:7])([O:8][C:9]([CH3:12])([CH3:11])[CH3:10])=[O:7].C(N(CC)CC)C. The catalyst is C(#N)C. The product is [OH:1][CH:2]1[CH2:5][N:4]([C:6]([O:8][C:9]([CH3:12])([CH3:11])[CH3:10])=[O:7])[CH2:3]1. The yield is 0.800.